Dataset: Full USPTO retrosynthesis dataset with 1.9M reactions from patents (1976-2016). Task: Predict the reactants needed to synthesize the given product. (1) Given the product [Cl:1][C:2]1[CH:3]=[C:4]([CH:25]=[C:26]([F:28])[CH:27]=1)[CH2:5][NH:6][C:7]([C:9]1([OH:29])[CH2:13][CH2:12][N:11]([CH2:14][C:15]2[NH:16][C:17]3[CH:23]=[CH:22][CH:21]=[CH:20][C:18]=3[N:19]=2)[C:10]1=[O:24])=[O:8], predict the reactants needed to synthesize it. The reactants are: [Cl:1][C:2]1[CH:3]=[C:4]([CH:25]=[C:26]([F:28])[CH:27]=1)[CH2:5][NH:6][C:7]([CH:9]1[CH2:13][CH2:12][N:11]([CH2:14][C:15]2[NH:19][C:18]3[CH:20]=[CH:21][CH:22]=[CH:23][C:17]=3[N:16]=2)[C:10]1=[O:24])=[O:8].[O-:29]CC.[Na+].C(OO)(C)(C)C. (2) Given the product [CH3:28][C:2]1[N:21]([CH:22]2[CH2:27][CH2:26][O:25][CH2:24][CH2:23]2)[C:5]2=[N:6][C:7]([C:10]3[CH:11]=[N:12][N:13]4[CH:18]=[CH:17][C:16]([C:19]#[N:20])=[CH:15][C:14]=34)=[CH:8][CH:9]=[C:4]2[N:3]=1, predict the reactants needed to synthesize it. The reactants are: O=[C:2]1[N:21]([CH:22]2[CH2:27][CH2:26][O:25][CH2:24][CH2:23]2)[C:5]2=[N:6][C:7]([C:10]3[CH:11]=[N:12][N:13]4[CH:18]=[CH:17][C:16]([C:19]#[N:20])=[CH:15][C:14]=34)=[CH:8][CH:9]=[C:4]2[NH:3]1.[C:28](OCC)(OCC)(OCC)C.C(Cl)Cl.CO. (3) The reactants are: [F:1][C:2]1[C:3]([CH3:25])=[C:4]([C:8]2([C:21]([O:23][CH3:24])=[O:22])[CH2:12][CH2:11][C:10](OS(C(F)(F)F)(=O)=O)=[CH:9]2)[CH:5]=[CH:6][CH:7]=1.[CH3:26][C:27]1[CH:32]=[CH:31][CH:30]=[CH:29][C:28]=1B(O)O. Given the product [F:1][C:2]1[C:3]([CH3:25])=[C:4]([C:8]2([C:21]([O:23][CH3:24])=[O:22])[CH2:12][CH2:11][C:10]([C:28]3[CH:29]=[CH:30][CH:31]=[CH:32][C:27]=3[CH3:26])=[CH:9]2)[CH:5]=[CH:6][CH:7]=1, predict the reactants needed to synthesize it. (4) Given the product [CH3:16][CH2:12][CH2:8][CH:9]([CH3:10])[CH3:11].[C:60]([O:59][CH2:58][CH3:57])(=[O:61])[CH3:62], predict the reactants needed to synthesize it. The reactants are: C(OC(=O)N[C@H:8]([C:12](=O)N)[CH:9]([CH3:11])[CH3:10])(C)(C)C.[CH:16](N(CC)C(C)C)(C)C.F[P-](F)(F)(F)(F)F.N1(OC(N(C)C)=[N+](C)C)C2C=CC=CC=2N=N1.FC(F)(F)C(O)=O.Cl[C:57](Cl)(Cl)[CH2:58][O:59][C:60]([C@@H:62]1CCCN(C(=O)[C@@H](N)C)N1)=[O:61]. (5) The reactants are: [Cl:1][C:2]1[CH:10]=[CH:9][C:8]2[NH:7][C:6]3[CH2:11][CH2:12][N:13]([CH3:15])[CH2:14][C:5]=3[C:4]=2[CH:3]=1.[F:16][C:17]1[CH:18]=[N:19][CH:20]=[C:21]([CH:23]=[CH2:24])[CH:22]=1.[OH-].[K+]. Given the product [Cl:1][C:2]1[CH:10]=[CH:9][C:8]2[N:7]([CH2:24][CH2:23][C:21]3[CH:20]=[N:19][CH:18]=[C:17]([F:16])[CH:22]=3)[C:6]3[CH2:11][CH2:12][N:13]([CH3:15])[CH2:14][C:5]=3[C:4]=2[CH:3]=1, predict the reactants needed to synthesize it. (6) Given the product [ClH:19].[Cl:19][C:20]1[CH:21]=[C:22]([CH:26]=[CH:27][C:28]=1[F:29])[C:23]([NH:1][C@H:2]1[CH2:3][CH2:4][C@@H:5]([NH:8][C:9]2[CH:14]=[C:13]([N:15]([CH3:17])[CH3:16])[CH:12]=[C:11]([CH3:18])[N:10]=2)[CH2:6][CH2:7]1)=[O:24], predict the reactants needed to synthesize it. The reactants are: [NH2:1][C@@H:2]1[CH2:7][CH2:6][C@H:5]([NH:8][C:9]2[CH:14]=[C:13]([N:15]([CH3:17])[CH3:16])[CH:12]=[C:11]([CH3:18])[N:10]=2)[CH2:4][CH2:3]1.[Cl:19][C:20]1[CH:21]=[C:22]([CH:26]=[CH:27][C:28]=1[F:29])[C:23](O)=[O:24].C1C=CC2N(O)N=NC=2C=1.O.CCN=C=NCCCN(C)C.Cl.C([O-])(O)=O.[Na+]. (7) The reactants are: Br[C:2]1[CH:7]=[CH:6][CH:5]=[CH:4][CH:3]=1.Cl[C:9]1[C:14]2[N:15]=[CH:16][O:17][C:13]=2[CH:12]=[CH:11][CH:10]=1. Given the product [C:2]1([C:9]2[C:14]3[N:15]=[CH:16][O:17][C:13]=3[CH:12]=[CH:11][CH:10]=2)[CH:7]=[CH:6][CH:5]=[CH:4][CH:3]=1, predict the reactants needed to synthesize it. (8) Given the product [Cl:1][C:2]1[CH:9]=[C:8]([N:10]([C@H:22]2[CH2:26][CH2:25][N:24]([S:30]([CH2:27][CH2:28][CH3:29])(=[O:32])=[O:31])[CH2:23]2)[CH2:11][C:12]2[CH:17]=[CH:16][CH:15]=[CH:14][C:13]=2[C:18]([F:19])([F:20])[F:21])[CH:7]=[CH:6][C:3]=1[C:4]#[N:5], predict the reactants needed to synthesize it. The reactants are: [Cl:1][C:2]1[CH:9]=[C:8]([N:10]([C@H:22]2[CH2:26][CH2:25][NH:24][CH2:23]2)[CH2:11][C:12]2[CH:17]=[CH:16][CH:15]=[CH:14][C:13]=2[C:18]([F:21])([F:20])[F:19])[CH:7]=[CH:6][C:3]=1[C:4]#[N:5].[CH2:27]([S:30](Cl)(=[O:32])=[O:31])[CH2:28][CH3:29]. (9) Given the product [Cl:26][C:27]1[CH:28]=[C:29]([CH:34]([CH3:37])[CH2:35][NH:36][C:6](=[O:7])[C:5]2[CH:9]=[CH:10][C:2]([I:1])=[CH:3][C:4]=2[NH:11][S:12]([C:15]2[C:16]3[N:17]=[CH:18][CH:19]=[N:20][C:21]=3[CH:22]=[CH:23][CH:24]=2)(=[O:13])=[O:14])[CH:30]=[CH:31][C:32]=1[Cl:33], predict the reactants needed to synthesize it. The reactants are: [I:1][C:2]1[CH:10]=[CH:9][C:5]([C:6](O)=[O:7])=[C:4]([NH:11][S:12]([C:15]2[C:16]3[N:17]=[CH:18][CH:19]=[N:20][C:21]=3[CH:22]=[CH:23][CH:24]=2)(=[O:14])=[O:13])[CH:3]=1.Cl.[Cl:26][C:27]1[CH:28]=[C:29]([CH:34]([CH3:37])[CH2:35][NH2:36])[CH:30]=[CH:31][C:32]=1[Cl:33].